Dataset: Forward reaction prediction with 1.9M reactions from USPTO patents (1976-2016). Task: Predict the product of the given reaction. (1) Given the reactants COC1C=CC(C[N:8]2[C:12]([CH2:13][CH2:14][C:15]3[N:25]=[C:18]4[C:19]([CH3:24])=[N:20][CH:21]=[C:22]([CH3:23])[N:17]4[N:16]=3)=[N:11][C:10]([N:26]3[CH2:30][CH2:29][CH2:28][CH2:27]3)=[N:9]2)=CC=1.FC(F)(F)C(O)=O.C1(OC)C=CC=CC=1, predict the reaction product. The product is: [CH3:23][C:22]1[N:17]2[N:16]=[C:15]([CH2:14][CH2:13][C:12]3[NH:8][N:9]=[C:10]([N:26]4[CH2:30][CH2:29][CH2:28][CH2:27]4)[N:11]=3)[N:25]=[C:18]2[C:19]([CH3:24])=[N:20][CH:21]=1. (2) Given the reactants [NH2:1][CH2:2][C@@H:3]([CH3:31])[O:4][C:5]1[CH:14]=[CH:13][CH:12]=[C:11]2[C:6]=1[C:7]([NH:15][C:16]1[CH:21]=[CH:20][C:19]([O:22][C:23]3[CH:24]=[N:25][C:26]([CH3:29])=[CH:27][CH:28]=3)=[C:18]([CH3:30])[CH:17]=1)=[N:8][CH:9]=[N:10]2.[OH:32][C@H:33]1[CH2:38][CH2:37][O:36][C:34]1=[O:35], predict the reaction product. The product is: [OH:32][C@@H:33]([CH2:38][CH2:37][OH:36])[C:34]([NH:1][CH2:2][C@H:3]([O:4][C:5]1[CH:14]=[CH:13][CH:12]=[C:11]2[C:6]=1[C:7]([NH:15][C:16]1[CH:21]=[CH:20][C:19]([O:22][C:23]3[CH:24]=[N:25][C:26]([CH3:29])=[CH:27][CH:28]=3)=[C:18]([CH3:30])[CH:17]=1)=[N:8][CH:9]=[N:10]2)[CH3:31])=[O:35].